Dataset: Full USPTO retrosynthesis dataset with 1.9M reactions from patents (1976-2016). Task: Predict the reactants needed to synthesize the given product. (1) Given the product [C:24]1([CH3:8])[C:25]([S:28]([OH:31])(=[O:29])=[O:30])=[CH:26][CH:27]=[CH:22][CH:23]=1.[NH2:7][CH2:8][C:9](=[O:21])[CH2:10][CH2:11][C:12]([O:14][CH2:15][CH2:16][CH2:17][CH2:18][CH2:19][CH3:20])=[O:13], predict the reactants needed to synthesize it. The reactants are: C(=O)([O-])O.[Na+].Cl.[NH2:7][CH2:8][C:9](=[O:21])[CH2:10][CH2:11][C:12]([O:14][CH2:15][CH2:16][CH2:17][CH2:18][CH2:19][CH3:20])=[O:13].[C:22]1(C)[CH:27]=[CH:26][C:25]([S:28]([OH:31])(=[O:30])=[O:29])=[CH:24][CH:23]=1. (2) Given the product [Br:7][CH2:6][C@@H:5]([OH:4])[CH2:8][C:9]1[CH:14]=[CH:13][CH:12]=[CH:11][C:10]=1[OH:15], predict the reactants needed to synthesize it. The reactants are: C([O:4][C@@H:5]([CH2:8][C:9]1[CH:14]=[CH:13][CH:12]=[CH:11][C:10]=1[OH:15])[CH2:6][Br:7])(=O)C.BrC[C@@H](O)CC1C=C(F)C=CC=1O. (3) Given the product [O:15]=[C:14]1[C:9]2([CH2:10][CH2:11][CH2:12][CH2:13]2)[NH:8][CH2:7][CH2:6][C@@H:5]([C:17]2[CH:22]=[CH:21][CH:20]=[CH:19][CH:18]=2)[N:4]1[CH2:3][C:2]([NH:23][C:24]1[CH:25]=[C:26]2[C:39](=[CH:40][CH:41]=1)[CH2:38][C@:28]1([C:36]3[C:31](=[N:32][CH:33]=[CH:34][CH:35]=3)[NH:30][C:29]1=[O:37])[CH2:27]2)=[O:1], predict the reactants needed to synthesize it. The reactants are: [O:1]=[C:2]([NH:23][C:24]1[CH:25]=[C:26]2[C:39](=[CH:40][CH:41]=1)[CH2:38][C@:28]1([C:36]3[C:31](=[N:32][CH:33]=[CH:34][CH:35]=3)[NH:30][C:29]1=[O:37])[CH2:27]2)[CH2:3][NH:4][C@H:5]([C:17]1[CH:22]=[CH:21][CH:20]=[CH:19][CH:18]=1)[CH2:6][CH2:7][NH:8][C:9]1([C:14]([O-])=[O:15])[CH2:13][CH2:12][CH2:11][CH2:10]1.[K+].CCN=C=NCCCN(C)C.C1C=NC2N(O)N=NC=2C=1. (4) Given the product [Cl:36][C:31]1[CH:32]=[CH:33][CH:34]=[CH:35][C:30]=1[C:28](=[O:29])[CH2:27][CH2:24][C:23]([C:20]1[CH:19]=[CH:18][C:17]([O:16][CH2:13][CH2:14][CH3:15])=[CH:22][CH:21]=1)=[O:25], predict the reactants needed to synthesize it. The reactants are: C(N(CC)CC)C.C(O)(C)(C)C.[CH2:13]([O:16][C:17]1[CH:22]=[CH:21][C:20]([C:23](=[O:25])[CH3:24])=[CH:19][CH:18]=1)[CH2:14][CH3:15].Br[CH2:27][C:28]([C:30]1[CH:35]=[CH:34][CH:33]=[CH:32][C:31]=1[Cl:36])=[O:29]. (5) Given the product [Br:1][C:17]1[S:16][CH:15]=[C:14]([C:8]2[CH:9]=[CH:10][C:11]([Cl:13])=[CH:12][C:7]=2[Cl:6])[N:18]=1, predict the reactants needed to synthesize it. The reactants are: [BrH:1].C(O)(=O)C.[Cl:6][C:7]1[CH:12]=[C:11]([Cl:13])[CH:10]=[CH:9][C:8]=1[C:14](=O)[CH2:15][S:16][C:17]#[N:18].O. (6) The reactants are: [Br:1][C:2]1[CH:3]=[N:4][C:5](Cl)=[C:6]([CH:11]=1)[C:7]([O:9]C)=[O:8].[CH3:13][O:14][CH2:15][CH2:16][OH:17].CC([O-])(C)C.[Na+]. Given the product [Br:1][C:2]1[CH:3]=[N:4][C:5]([O:17][CH2:16][CH2:15][O:14][CH3:13])=[C:6]([CH:11]=1)[C:7]([OH:9])=[O:8], predict the reactants needed to synthesize it. (7) Given the product [C:1]([O:5][C:6]([N:8]1[CH2:9][CH:10]=[C:11]([C:14]2[CH:19]=[CH:18][C:17]([NH:20][C:21]([O:23][C:24]([CH3:27])([CH3:26])[CH3:25])=[O:22])=[C:16]([NH2:28])[CH:15]=2)[CH2:12][CH2:13]1)=[O:7])([CH3:4])([CH3:3])[CH3:2], predict the reactants needed to synthesize it. The reactants are: [C:1]([O:5][C:6]([N:8]1[CH2:13][CH:12]=[C:11]([C:14]2[CH:19]=[CH:18][C:17]([NH:20][C:21]([O:23][C:24]([CH3:27])([CH3:26])[CH3:25])=[O:22])=[C:16]([N+:28]([O-])=O)[CH:15]=2)[CH2:10][CH2:9]1)=[O:7])([CH3:4])([CH3:3])[CH3:2]. (8) Given the product [CH3:1][O:2][C:3]1[CH:21]=[CH:20][CH:19]=[CH:18][C:4]=1[CH2:5][NH:6][C:7]1[CH:16]=[CH:15][C:14]2[C:9](=[CH:10][CH:11]=[C:12]([NH:17][C:25]([CH:22]3[CH2:24][CH2:23]3)=[O:26])[CH:13]=2)[N:8]=1, predict the reactants needed to synthesize it. The reactants are: [CH3:1][O:2][C:3]1[CH:21]=[CH:20][CH:19]=[CH:18][C:4]=1[CH2:5][NH:6][C:7]1[CH:16]=[CH:15][C:14]2[C:9](=[CH:10][CH:11]=[C:12]([NH2:17])[CH:13]=2)[N:8]=1.[CH:22]1([C:25](Cl)=[O:26])[CH2:24][CH2:23]1. (9) Given the product [F:1][C:2]1[CH:7]=[CH:6][C:5]([C:8]2[C:12]([CH2:13][NH:14][C:15]3[CH:16]=[C:17]([C:21]([NH2:25])=[O:22])[N:18]([CH3:20])[N:19]=3)=[C:11]([CH3:24])[O:10][N:9]=2)=[CH:4][CH:3]=1, predict the reactants needed to synthesize it. The reactants are: [F:1][C:2]1[CH:7]=[CH:6][C:5]([C:8]2[C:12]([CH2:13][NH:14][C:15]3[CH:16]=[C:17]([C:21](O)=[O:22])[N:18]([CH3:20])[N:19]=3)=[C:11]([CH3:24])[O:10][N:9]=2)=[CH:4][CH:3]=1.[NH3:25].